From a dataset of Full USPTO retrosynthesis dataset with 1.9M reactions from patents (1976-2016). Predict the reactants needed to synthesize the given product. (1) Given the product [CH3:7][O:6][C:4](=[O:5])[CH2:3][C:2]([S:15][CH2:16][CH2:17][C:18]([O:20][CH3:21])=[O:19])([CH3:8])[CH3:1], predict the reactants needed to synthesize it. The reactants are: [CH3:1][C:2]([CH3:8])=[CH:3][C:4]([O:6][CH3:7])=[O:5].N1CCCCC1.[SH:15][CH2:16][CH2:17][C:18]([O:20][CH3:21])=[O:19].CCOCC. (2) Given the product [CH3:1][O:2][C:3]1[CH:17]=[CH:16][C:6]2[N:7]=[N:8][N:9]([CH2:12][C:13]([NH:26][C@H:24]([C:21]3[CH:22]=[CH:23][C:18]([CH3:27])=[CH:19][CH:20]=3)[CH3:25])=[O:15])[C:10](=[O:11])[C:5]=2[CH:4]=1, predict the reactants needed to synthesize it. The reactants are: [CH3:1][O:2][C:3]1[CH:17]=[CH:16][C:6]2[N:7]=[N:8][N:9]([CH2:12][C:13]([OH:15])=O)[C:10](=[O:11])[C:5]=2[CH:4]=1.[C:18]1([CH3:27])[CH:23]=[CH:22][C:21]([C@@H:24]([NH2:26])[CH3:25])=[CH:20][CH:19]=1. (3) Given the product [NH2:4][C:5]1[C:6]([C:11]([NH:2][NH2:3])=[O:13])=[N:7][CH:8]=[CH:9][N:10]=1, predict the reactants needed to synthesize it. The reactants are: O.[NH2:2][NH2:3].[NH2:4][C:5]1[C:6]([C:11]([O:13]C)=O)=[N:7][CH:8]=[CH:9][N:10]=1. (4) Given the product [Cl:6][C:7]1[C:16]2[C:11](=[CH:12][CH:13]=[C:14]([C:17]([O:41][CH3:40])=[O:18])[CH:15]=2)[N:10]=[C:9]([O:27][CH3:28])[C:8]=1[CH2:29][C:30]1[CH:31]=[CH:32][C:33]([C:36]([F:38])([F:39])[F:37])=[CH:34][CH:35]=1, predict the reactants needed to synthesize it. The reactants are: [Li]CCCC.[Cl:6][C:7]1[C:16]2[C:11](=[CH:12][CH:13]=[C:14]([CH:17](C3C(C)=NC(C)=CC=3)[OH:18])[CH:15]=2)[N:10]=[C:9]([O:27][CH3:28])[C:8]=1[CH2:29][C:30]1[CH:35]=[CH:34][C:33]([C:36]([F:39])([F:38])[F:37])=[CH:32][CH:31]=1.[C:40](=O)=[O:41].IC. (5) Given the product [Li+:8].[CH3:2][CH:1]([N-:4][CH:5]([CH3:7])[CH3:6])[CH3:3].[CH2:31]([O:30][C:29](=[O:33])[CH2:28][C:24]1[CH:25]=[CH:26][CH:27]=[C:22]([NH:21][CH2:20][C:18]([O:17][C:13]([CH3:16])([CH3:15])[CH3:14])=[O:19])[N:23]=1)[CH3:32], predict the reactants needed to synthesize it. The reactants are: [CH:1]([NH:4][CH:5]([CH3:7])[CH3:6])([CH3:3])[CH3:2].[Li:8]CCCC.[C:13]([O:17][C:18]([CH2:20][NH:21][C:22]1[CH:27]=[CH:26][CH:25]=[C:24]([CH3:28])[N:23]=1)=[O:19])([CH3:16])([CH3:15])[CH3:14].[C:29](=O)([O:33]CC)[O:30][CH2:31][CH3:32]. (6) Given the product [CH2:24]([N:23]([C:21]1[N:22]=[C:17]([N:5]([CH:6]2[CH2:11][C:10]([CH3:13])([CH3:12])[N:9]([O:14][C:61]3[CH:59]=[CH:62][C:64]([Br:63])=[CH:70][C:69]=3[Br:71])[C:8]([CH3:15])([CH3:16])[CH2:7]2)[CH2:1][CH2:2][CH2:3][CH3:4])[N:18]=[C:19]([N:39]([CH2:48][CH:49]([CH2:54][CH3:55])[CH2:50][CH2:51][CH2:52][CH3:53])[CH2:40][CH:41]([CH2:46][CH3:47])[CH2:42][CH2:43][CH2:44][CH3:45])[N:20]=1)[CH:28]1[CH2:29][C:30]([CH3:37])([CH3:38])[N:31]([O:36][C:68]2[CH:67]=[CH:65][C:64]([Br:63])=[CH:70][C:69]=2[Br:71])[C:32]([CH3:34])([CH3:35])[CH2:33]1)[CH2:25][CH2:26][CH3:27], predict the reactants needed to synthesize it. The reactants are: [CH2:1]([N:5]([C:17]1[N:22]=[C:21]([N:23]([CH:28]2[CH2:33][C:32]([CH3:35])([CH3:34])[N:31]([OH:36])[C:30]([CH3:38])([CH3:37])[CH2:29]2)[CH2:24][CH2:25][CH2:26][CH3:27])[N:20]=[C:19]([N:39]([CH2:48][CH:49]([CH2:54][CH3:55])[CH2:50][CH2:51][CH2:52][CH3:53])[CH2:40][CH:41]([CH2:46][CH3:47])[CH2:42][CH2:43][CH2:44][CH3:45])[N:18]=1)[CH:6]1[CH2:11][C:10]([CH3:13])([CH3:12])[N:9]([OH:14])[C:8]([CH3:16])([CH3:15])[CH2:7]1)[CH2:2][CH2:3][CH3:4].N(O[C:59]([CH3:62])([CH3:61])C)=O.[Br:63][C:64]1[CH:70]=[C:69]([Br:71])[CH:68]=[CH:67][C:65]=1N. (7) Given the product [N:1]1[N:2]([C:6]2[CH:34]=[CH:33][CH:32]=[CH:31][C:7]=2[C:8]([N:10]2[C@H:15]([CH3:16])[CH2:14][CH2:13][C@@H:12]([C:17]3[O:18][C:19]([C:25]4[CH:30]=[CH:29][CH:28]=[CH:27][CH:26]=4)=[C:20]([C:22](=[O:23])[CH:50]=[N+:51]=[N-:52])[N:21]=3)[CH2:11]2)=[O:9])[N:3]=[CH:4][CH:5]=1, predict the reactants needed to synthesize it. The reactants are: [N:1]1[N:2]([C:6]2[CH:34]=[CH:33][CH:32]=[CH:31][C:7]=2[C:8]([N:10]2[C@H:15]([CH3:16])[CH2:14][CH2:13][C@@H:12]([C:17]3[O:18][C:19]([C:25]4[CH:30]=[CH:29][CH:28]=[CH:27][CH:26]=4)=[C:20]([C:22](O)=[O:23])[N:21]=3)[CH2:11]2)=[O:9])[N:3]=[CH:4][CH:5]=1.C(Cl)(=O)C(Cl)=O.CN(C=O)C.[Si]([CH:50]=[N+:51]=[N-:52])(C)(C)C.